Dataset: Catalyst prediction with 721,799 reactions and 888 catalyst types from USPTO. Task: Predict which catalyst facilitates the given reaction. (1) Reactant: [CH3:1][O:2][C:3]1[CH:8]=[C:7]([O:9][CH3:10])[CH:6]=[CH:5][C:4]=1[C:11]1[C:12](=[O:33])[O:13][C:14]2[C:19]([C:20]=1[CH2:21][CH2:22][O:23][CH3:24])=[CH:18][CH:17]=[C:16](OS(C(F)(F)F)(=O)=O)[CH:15]=2.C(OCC)(=O)C.[CH3:40][N:41](C=O)C. Product: [CH3:1][O:2][C:3]1[CH:8]=[C:7]([O:9][CH3:10])[CH:6]=[CH:5][C:4]=1[C:11]1[C:12](=[O:33])[O:13][C:14]2[C:19]([C:20]=1[CH2:21][CH2:22][O:23][CH3:24])=[CH:18][CH:17]=[C:16]([C:40]#[N:41])[CH:15]=2. The catalyst class is: 73. (2) Reactant: [F:1][C:2]1[CH:3]=[C:4]([CH:9]=[CH:10][C:11]=1[CH:12]=[CH2:13])[C:5]([O:7][CH3:8])=[O:6]. Product: [CH2:12]([C:11]1[CH:10]=[CH:9][C:4]([C:5]([O:7][CH3:8])=[O:6])=[CH:3][C:2]=1[F:1])[CH3:13]. The catalyst class is: 29.